From a dataset of NCI-60 drug combinations with 297,098 pairs across 59 cell lines. Regression. Given two drug SMILES strings and cell line genomic features, predict the synergy score measuring deviation from expected non-interaction effect. (1) Drug 1: CCCS(=O)(=O)NC1=C(C(=C(C=C1)F)C(=O)C2=CNC3=C2C=C(C=N3)C4=CC=C(C=C4)Cl)F. Drug 2: C1CN(P(=O)(OC1)NCCCl)CCCl. Cell line: SW-620. Synergy scores: CSS=-21.9, Synergy_ZIP=9.41, Synergy_Bliss=-1.16, Synergy_Loewe=-18.8, Synergy_HSA=-19.9. (2) Drug 1: CC(CN1CC(=O)NC(=O)C1)N2CC(=O)NC(=O)C2. Cell line: HOP-92. Synergy scores: CSS=25.0, Synergy_ZIP=-5.02, Synergy_Bliss=-4.46, Synergy_Loewe=-6.21, Synergy_HSA=-1.39. Drug 2: CN(CCCl)CCCl.Cl.